This data is from Catalyst prediction with 721,799 reactions and 888 catalyst types from USPTO. The task is: Predict which catalyst facilitates the given reaction. (1) Reactant: [CH2:1]([NH2:5])[CH2:2][CH2:3][CH3:4].[C:6]([CH2:10][C:11](Cl)=[O:12])([CH3:9])([CH3:8])[CH3:7].CCN(C(C)C)C(C)C.[H-].[H-].[H-].[H-].[Li+].[Al+3]. Product: [CH2:1]([NH:5][C:11](=[O:12])[CH2:10][C:6]([CH3:9])([CH3:8])[CH3:7])[CH2:2][CH2:3][CH3:4]. The catalyst class is: 48. (2) Reactant: [Cl:1][C:2]1[CH:3]=[CH:4][C:5]([S:9][CH2:10][C:11]2[CH:15]=[C:14]([N+:16]([O-:18])=[O:17])[NH:13][N:12]=2)=[C:6]([CH:8]=1)[NH2:7].[O:19]1[C:23]2[CH:24]=[CH:25][CH:26]=[CH:27][C:22]=2[CH:21]=[C:20]1[S:28](Cl)(=[O:30])=[O:29]. Product: [Cl:1][C:2]1[CH:3]=[CH:4][C:5]([S:9][CH2:10][C:11]2[CH:15]=[C:14]([N+:16]([O-:18])=[O:17])[NH:13][N:12]=2)=[C:6]([NH:7][S:28]([C:20]2[O:19][C:23]3[CH:24]=[CH:25][CH:26]=[CH:27][C:22]=3[CH:21]=2)(=[O:29])=[O:30])[CH:8]=1. The catalyst class is: 17. (3) Reactant: [NH2:1][C@@H:2]([CH:19]([CH3:21])[CH3:20])[CH2:3][C@H:4]([C:10]1[S:11][CH:12]=[C:13]([C:15]([O:17][CH3:18])=[O:16])[N:14]=1)[O:5][C:6](=[O:9])[NH:7][CH3:8].[CH:22](=O)[CH2:23][CH3:24].C(O[BH-](OC(=O)C)OC(=O)C)(=O)C.[Na+]. Product: [CH3:20][CH:19]([CH3:21])[C@H:2]([NH:1][CH2:22][CH2:23][CH3:24])[CH2:3][C@H:4]([C:10]1[S:11][CH:12]=[C:13]([C:15]([O:17][CH3:18])=[O:16])[N:14]=1)[O:5][C:6](=[O:9])[NH:7][CH3:8]. The catalyst class is: 2. (4) Reactant: [F:1][CH2:2][C:3]([CH2:15][F:16])([CH3:14])[C:4]([O:6]CC1C=CC=CC=1)=[O:5]. Product: [F:1][CH2:2][C:3]([CH2:15][F:16])([CH3:14])[C:4]([OH:6])=[O:5]. The catalyst class is: 99. (5) Reactant: [CH2:1]([N:8]1[CH2:13][CH2:12][C:11]([CH2:19][C:20]2[CH:25]=[CH:24][C:23]([O:26][CH3:27])=[CH:22][CH:21]=2)([C:14]([O:16]CC)=[O:15])[CH2:10][CH2:9]1)[C:2]1[CH:7]=[CH:6][CH:5]=[CH:4][CH:3]=1.[OH-].[Na+].Cl. The catalyst class is: 14. Product: [CH2:1]([N:8]1[CH2:13][CH2:12][C:11]([CH2:19][C:20]2[CH:25]=[CH:24][C:23]([O:26][CH3:27])=[CH:22][CH:21]=2)([C:14]([OH:16])=[O:15])[CH2:10][CH2:9]1)[C:2]1[CH:3]=[CH:4][CH:5]=[CH:6][CH:7]=1.